From a dataset of Full USPTO retrosynthesis dataset with 1.9M reactions from patents (1976-2016). Predict the reactants needed to synthesize the given product. Given the product [Cl:13][C:11]1[CH:10]=[CH:9][C:8]([N:14]2[CH:18]=[N:17][N:16]=[N:15]2)=[C:7]([CH:12]=1)[CH2:6][NH:5][C:3](=[O:4])[CH2:2][NH:22][CH:19]1[CH2:21][CH2:20]1, predict the reactants needed to synthesize it. The reactants are: Br[CH2:2][C:3]([NH:5][CH2:6][C:7]1[CH:12]=[C:11]([Cl:13])[CH:10]=[CH:9][C:8]=1[N:14]1[CH:18]=[N:17][N:16]=[N:15]1)=[O:4].[CH:19]1([NH2:22])[CH2:21][CH2:20]1.